This data is from Full USPTO retrosynthesis dataset with 1.9M reactions from patents (1976-2016). The task is: Predict the reactants needed to synthesize the given product. (1) The reactants are: [Cl:1][C:2]1[CH:7]=[CH:6][C:5]([NH:8][C:9]([C:11]2[N:15]3[CH:16]=[CH:17][CH:18]=[N:19][C:14]3=[N:13][C:12]=2[C:20]2[CH:25]=[CH:24][C:23]([F:26])=[CH:22][CH:21]=2)=[O:10])=[CH:4][CH:3]=1.[C:27](=O)([O-])[O-].[Cs+].[Cs+].IC. Given the product [Cl:1][C:2]1[CH:7]=[CH:6][C:5]([N:8]([CH3:27])[C:9]([C:11]2[N:15]3[CH:16]=[CH:17][CH:18]=[N:19][C:14]3=[N:13][C:12]=2[C:20]2[CH:21]=[CH:22][C:23]([F:26])=[CH:24][CH:25]=2)=[O:10])=[CH:4][CH:3]=1, predict the reactants needed to synthesize it. (2) Given the product [NH2:18][C:15]1[CH:16]=[C:17]2[C:12](=[CH:13][CH:14]=1)[N:11]([CH:21]1[CH2:25][CH:24]([OH:26])[CH:23]([CH2:27][OH:28])[O:22]1)[CH:10]=[C:9]2[CH2:8][CH2:7][CH2:6][NH:5][C:3](=[O:4])[C:2]([F:30])([F:29])[F:1], predict the reactants needed to synthesize it. The reactants are: [F:1][C:2]([F:30])([F:29])[C:3]([NH:5][CH2:6][C:7]#[C:8][C:9]1[C:17]2[C:12](=[CH:13][CH:14]=[C:15]([N+:18]([O-])=O)[CH:16]=2)[N:11]([CH:21]2[CH2:25][CH:24]([OH:26])[CH:23]([CH2:27][OH:28])[O:22]2)[CH:10]=1)=[O:4].[H][H].C1(C)C=CC=CC=1.C(OC(=O)C)C.CO. (3) Given the product [CH3:1][N:2]([CH2:9][CH2:10][O:11][C:12]1[CH:25]=[CH:24][C:15]([CH2:16][CH:17]2[S:21][C:20](=[O:22])[NH:19][C:18]2=[O:23])=[CH:14][CH:13]=1)[C:3]1[CH:8]=[CH:7][CH:6]=[CH:5][N:4]=1, predict the reactants needed to synthesize it. The reactants are: [CH3:1][N:2]([CH2:9][CH2:10][O:11][C:12]1[CH:25]=[CH:24][C:15]([CH:16]=[C:17]2[S:21][C:20](=[O:22])[NH:19][C:18]2=[O:23])=[CH:14][CH:13]=1)[C:3]1[CH:8]=[CH:7][CH:6]=[CH:5][N:4]=1.O1CCCC1.CC(=NO)C(C)=NO.[BH4-].[Na+].